Dataset: Full USPTO retrosynthesis dataset with 1.9M reactions from patents (1976-2016). Task: Predict the reactants needed to synthesize the given product. (1) Given the product [C:29]([OH:36])(=[O:35])/[CH:30]=[CH:31]/[C:32]([OH:34])=[O:33].[Cl:1][C:2]1[CH:9]=[CH:8][C:5]([C:6]#[N:7])=[C:4]([O:10][C:11]2[CH:16]=[CH:15][CH:14]=[C:13]([CH2:17][NH:23][CH2:22][CH2:21][N:20]([CH3:24])[CH3:19])[CH:12]=2)[CH:3]=1, predict the reactants needed to synthesize it. The reactants are: [Cl:1][C:2]1[CH:9]=[CH:8][C:5]([C:6]#[N:7])=[C:4]([O:10][C:11]2[CH:16]=[CH:15][CH:14]=[C:13]([CH:17]=O)[CH:12]=2)[CH:3]=1.[CH3:19][N:20]([CH3:24])[CH2:21][CH2:22][NH2:23].C([BH3-])#N.[Na+].[C:29]([OH:36])(=[O:35])/[CH:30]=[CH:31]/[C:32]([OH:34])=[O:33]. (2) Given the product [CH3:1][O:2][C:3]1[CH:8]=[CH:7][CH:6]=[CH:5][C:4]=1[O:9][CH2:18][C:17]([F:21])([F:20])[F:16], predict the reactants needed to synthesize it. The reactants are: [CH3:1][O:2][C:3]1[CH:8]=[CH:7][CH:6]=[CH:5][C:4]=1[OH:9].C(=O)([O-])[O-].[K+].[K+].[F:16][C:17]([F:21])([F:20])[CH2:18]I.O. (3) Given the product [ClH:1].[Cl:14][C:12]1[CH:13]=[C:8]([C:6]2[N:5]=[C:4]3[CH2:15][CH2:16][CH2:17][C:3]3=[C:2]([NH:29][C:26]3[CH:25]=[CH:24][C:23]([CH2:22][C:21]([O:20][CH2:18][CH3:19])=[O:30])=[CH:28][CH:27]=3)[CH:7]=2)[CH:9]=[N:10][CH:11]=1, predict the reactants needed to synthesize it. The reactants are: [Cl:1][C:2]1[CH:7]=[C:6]([C:8]2[CH:9]=[N:10][CH:11]=[C:12]([Cl:14])[CH:13]=2)[N:5]=[C:4]2[CH2:15][CH2:16][CH2:17][C:3]=12.[CH2:18]([O:20][C:21](=[O:30])[CH2:22][C:23]1[CH:28]=[CH:27][C:26]([NH2:29])=[CH:25][CH:24]=1)[CH3:19].C1C=CC(P(C2C(C3C(P(C4C=CC=CC=4)C4C=CC=CC=4)=CC=C4C=3C=CC=C4)=C3C(C=CC=C3)=CC=2)C2C=CC=CC=2)=CC=1.C(=O)([O-])[O-].[Cs+].[Cs+]. (4) Given the product [Cl:1][C:2]1[CH:7]=[CH:6][CH:5]=[C:4]([NH:8][S:9]([CH3:12])(=[O:11])=[O:10])[C:3]=1[O:32][C:29]1[CH:30]=[C:31]2[C:26](=[CH:27][CH:28]=1)[N:25]=[CH:24][N:23]=[C:22]2[NH:14][C:15]1[CH:19]=[CH:18][N:17]([CH3:20])[N:16]=1, predict the reactants needed to synthesize it. The reactants are: [Cl:1][C:2]1[C:3](F)=[C:4]([NH:8][S:9]([CH3:12])(=[O:11])=[O:10])[CH:5]=[CH:6][CH:7]=1.[NH2:14][C:15]1[CH:19]=[CH:18][N:17]([CH3:20])[N:16]=1.Cl[C:22]1[C:31]2[C:26](=[CH:27][CH:28]=[C:29]([OH:32])[CH:30]=2)[N:25]=[CH:24][N:23]=1. (5) Given the product [C:20](=[O:21])([O:22][CH2:23][CH3:24])[O:11][CH:9]([N:1]1[CH:5]=[N:4][N:3]=[N:2]1)[CH3:10], predict the reactants needed to synthesize it. The reactants are: [NH:1]1[CH:5]=[N:4][N:3]=[N:2]1.C(#N)C.[CH:9](=[O:11])[CH3:10].C(N(CC)CC)C.Cl[C:20]([O:22][CH2:23][CH3:24])=[O:21]. (6) Given the product [C:1]([O:4][CH2:5][CH2:6][CH2:7][C:8]1[CH:13]=[C:12]([Br:14])[CH:11]=[CH:10][C:9]=1[S:15](=[O:17])(=[O:16])[NH:23][C:19]([CH3:22])([CH3:21])[CH3:20])(=[O:3])[CH3:2], predict the reactants needed to synthesize it. The reactants are: [C:1]([O:4][CH2:5][CH2:6][CH2:7][C:8]1[CH:13]=[C:12]([Br:14])[CH:11]=[CH:10][C:9]=1[S:15](Cl)(=[O:17])=[O:16])(=[O:3])[CH3:2].[C:19]([NH2:23])([CH3:22])([CH3:21])[CH3:20].